This data is from Peptide-MHC class I binding affinity with 185,985 pairs from IEDB/IMGT. The task is: Regression. Given a peptide amino acid sequence and an MHC pseudo amino acid sequence, predict their binding affinity value. This is MHC class I binding data. (1) The peptide sequence is IEKYLKDQAQL. The MHC is Mamu-A11 with pseudo-sequence Mamu-A11. The binding affinity (normalized) is 0.253. (2) The peptide sequence is YTHGIVFDGK. The MHC is HLA-A11:01 with pseudo-sequence HLA-A11:01. The binding affinity (normalized) is 0.803. (3) The peptide sequence is ATFEAVLAK. The MHC is HLA-B48:01 with pseudo-sequence HLA-B48:01. The binding affinity (normalized) is 0.0847. (4) The binding affinity (normalized) is 0. The peptide sequence is PGYRWMCLRR. The MHC is HLA-A68:01 with pseudo-sequence HLA-A68:01. (5) The peptide sequence is AVCTRGVAK. The MHC is HLA-A03:01 with pseudo-sequence HLA-A03:01. The binding affinity (normalized) is 0.450.